This data is from Forward reaction prediction with 1.9M reactions from USPTO patents (1976-2016). The task is: Predict the product of the given reaction. (1) Given the reactants [F:1][C:2]([F:15])([F:14])[C:3]1[NH:13][C:6]2=[N:7][CH:8]=[C:9]([CH2:11][NH2:12])[CH:10]=[C:5]2[CH:4]=1.[Cl:16][C:17]1[C:22]([CH3:23])=[C:21]([CH:24]2[CH2:26][CH2:25]2)[N:20]=[CH:19][N:18]=1.CCN(C(C)C)C(C)C.Cl.CCOCC, predict the reaction product. The product is: [ClH:16].[CH:24]1([C:21]2[N:20]=[CH:19][N:18]=[C:17]([NH:12][CH2:11][C:9]3[CH:10]=[C:5]4[CH:4]=[C:3]([C:2]([F:1])([F:14])[F:15])[NH:13][C:6]4=[N:7][CH:8]=3)[C:22]=2[CH3:23])[CH2:26][CH2:25]1. (2) The product is: [CH3:19][O:20][C:21](=[O:47])[CH2:22][CH2:23][CH2:24][C:25]#[C:26][CH2:27][C@@H:28]1[C@@H:32]([CH2:33][OH:34])[CH2:31][N:30]([CH2:35][C:36]2[CH:41]=[CH:40][C:39]([O:42][CH3:43])=[CH:38][C:37]=2[O:44][CH3:45])[C:29]1=[O:46]. Given the reactants [F-].C([N+](CCCC)(CCCC)CCCC)CCC.[CH3:19][O:20][C:21](=[O:47])[CH2:22][CH2:23][CH2:24][C:25]#[C:26][CH2:27][C@@H:28]1[C@@H:32]([CH2:33][OH:34])[CH2:31][N:30]([CH2:35][C:36]2[CH:41]=[CH:40][C:39]([O:42][CH3:43])=[CH:38][C:37]=2[O:44][CH3:45])[C:29]1=[O:46].COC(=O)CCCC#CC[C@@H]1[C@@H](CO[Si](C(C)(C)C)(C)C)CN(CC2C=CC(OC)=CC=2OC)C1=O, predict the reaction product.